From a dataset of Forward reaction prediction with 1.9M reactions from USPTO patents (1976-2016). Predict the product of the given reaction. Given the reactants O=C1[CH2:5][CH:4]([C:6]([OH:8])=[O:7])[CH2:3]1.CO[CH:11]([O:14][CH3:15])[O:12][CH3:13].O.[C:17]1(C)C=CC(S(O)(=O)=O)=CC=1, predict the reaction product. The product is: [CH3:15][O:14][C:11]1([O:12][CH3:13])[CH2:3][CH:4]([C:6]([O:8][CH3:17])=[O:7])[CH2:5]1.